Dataset: Catalyst prediction with 721,799 reactions and 888 catalyst types from USPTO. Task: Predict which catalyst facilitates the given reaction. (1) Reactant: FC(F)(F)C(O)=O.[O:8]1[CH2:13][CH2:12][N:11]([C:14]2[C:15]3[N:16]([CH:27]=[C:28]([CH2:30][CH2:31][C:32]4[CH:41]=[CH:40][C:39]5[C:34](=[CH:35][CH:36]=[CH:37][CH:38]=5)[N:33]=4)[N:29]=3)[C:17]([C:20]3[CH:26]=[CH:25][C:23]([NH2:24])=[CH:22][CH:21]=3)=[CH:18][N:19]=2)[CH2:10][CH2:9]1.[CH3:42][S:43]([NH:46][C:47](=O)[O:48]CC)(=[O:45])=[O:44].CCN(C(C)C)C(C)C. Product: [O:8]1[CH2:9][CH2:10][N:11]([C:14]2[C:15]3[N:16]([CH:27]=[C:28]([CH2:30][CH2:31][C:32]4[CH:41]=[CH:40][C:39]5[C:34](=[CH:35][CH:36]=[CH:37][CH:38]=5)[N:33]=4)[N:29]=3)[C:17]([C:20]3[CH:26]=[CH:25][C:23]([NH:24][C:47]([NH:46][S:43]([CH3:42])(=[O:45])=[O:44])=[O:48])=[CH:22][CH:21]=3)=[CH:18][N:19]=2)[CH2:12][CH2:13]1. The catalyst class is: 85. (2) Reactant: B(Br)(Br)Br.ClCCl.C1(C)C=CC=CC=1.[F:15][C:16]1[CH:35]=[CH:34][C:19]2[CH:20]=[C:21]([CH2:23][C:24]3[CH:29]=[CH:28][CH:27]=[C:26]([C:30]([F:33])([F:32])[F:31])[CH:25]=3)[S:22][C:18]=2[C:17]=1[O:36]C. Product: [F:15][C:16]1[CH:35]=[CH:34][C:19]2[CH:20]=[C:21]([CH2:23][C:24]3[CH:29]=[CH:28][CH:27]=[C:26]([C:30]([F:33])([F:32])[F:31])[CH:25]=3)[S:22][C:18]=2[C:17]=1[OH:36]. The catalyst class is: 6. (3) Reactant: [OH-].[Li+].[Cl:3][C:4]1[CH:5]=[N:6][CH:7]=[C:8]([Cl:35])[C:9]=1[NH:10][C:11]1[C:20]2[C:15](=[C:16]([O:23][CH2:24][CH2:25][CH2:26][CH2:27][CH2:28][C:29]([O:31]CC)=[O:30])[C:17]([O:21][CH3:22])=[CH:18][CH:19]=2)[NH:14][C:13](=[O:34])[CH:12]=1.CO. Product: [Cl:3][C:4]1[CH:5]=[N:6][CH:7]=[C:8]([Cl:35])[C:9]=1[NH:10][C:11]1[C:20]2[C:15](=[C:16]([O:23][CH2:24][CH2:25][CH2:26][CH2:27][CH2:28][C:29]([OH:31])=[O:30])[C:17]([O:21][CH3:22])=[CH:18][CH:19]=2)[NH:14][C:13](=[O:34])[CH:12]=1. The catalyst class is: 1. (4) Reactant: [NH:1]1[CH2:6][CH2:5][CH:4]([N:7]2[CH2:13][CH2:12][C:11]3[CH:14]=[CH:15][CH:16]=[CH:17][C:10]=3[NH:9][C:8]2=[O:18])[CH2:3][CH2:2]1.Cl[C:20]1[CH:25]=[C:24]([C:26]([N:28]2[C:36]3[C:31](=[CH:32][CH:33]=[CH:34][CH:35]=3)[CH2:30][CH2:29]2)=[O:27])[CH:23]=[CH:22][N:21]=1.CCN(C(C)C)C(C)C.CN(C=O)C. The catalyst class is: 6. Product: [N:28]1([C:26]([C:24]2[CH:23]=[CH:22][N:21]=[C:20]([N:1]3[CH2:2][CH2:3][CH:4]([N:7]4[CH2:13][CH2:12][C:11]5[CH:14]=[CH:15][CH:16]=[CH:17][C:10]=5[NH:9][C:8]4=[O:18])[CH2:5][CH2:6]3)[CH:25]=2)=[O:27])[C:36]2[C:31](=[CH:32][CH:33]=[CH:34][CH:35]=2)[CH2:30][CH2:29]1. (5) Reactant: [C:1]1([CH3:17])[CH:6]=[CH:5][CH:4]=[CH:3][C:2]=1[NH:7][S:8]([C:11]1[CH:16]=[CH:15][CH:14]=[CH:13][CH:12]=1)(=[O:10])=[O:9].C([Li])CCC.[CH3:23][O:24][C:25]1[CH:26]=[C:27]([CH:30]=[C:31]2[O:35][CH2:34][O:33][C:32]=12)[CH:28]=[O:29].[Cl-].[NH4+]. Product: [OH:29][CH:28]([C:27]1[CH:26]=[C:25]([O:24][CH3:23])[C:32]2[O:33][CH2:34][O:35][C:31]=2[CH:30]=1)[C:16]1[CH:15]=[CH:14][CH:13]=[CH:12][C:11]=1[S:8]([NH:7][C:2]1[CH:3]=[CH:4][CH:5]=[CH:6][C:1]=1[CH3:17])(=[O:9])=[O:10]. The catalyst class is: 7. (6) Reactant: [CH3:1][O:2][C:3]1[CH:12]=[CH:11][CH:10]=[C:9]2[C:4]=1[CH2:5][CH2:6][CH2:7][C:8]2=[N:13][NH:14][C:15](=[S:17])[NH2:16].Br[CH2:19][C:20]([C:22]1[CH:27]=[CH:26][CH:25]=[C:24]([N+:28]([O-:30])=[O:29])[CH:23]=1)=O. Product: [CH3:1][O:2][C:3]1[CH:12]=[CH:11][CH:10]=[C:9]2[C:4]=1[CH2:5][CH2:6][CH2:7][C:8]2=[N:13][NH:14][C:15]1[S:17][CH:19]=[C:20]([C:22]2[CH:27]=[CH:26][CH:25]=[C:24]([N+:28]([O-:30])=[O:29])[CH:23]=2)[N:16]=1. The catalyst class is: 1. (7) Reactant: [Br:1][C:2]1[CH:7]=[CH:6][CH:5]=[CH:4][CH:3]=1.[C:8](Cl)(=[O:12])[C:9]([CH3:11])=[CH2:10].[Cl-].[Al+3].[Cl-].[Cl-]. Product: [Br:1][C:2]1[CH:7]=[CH:6][C:5]([C:8](=[O:12])[C:9]([CH3:11])=[CH2:10])=[CH:4][CH:3]=1. The catalyst class is: 4.